Dataset: Catalyst prediction with 721,799 reactions and 888 catalyst types from USPTO. Task: Predict which catalyst facilitates the given reaction. (1) Reactant: F[C:2]1[CH:7]=[CH:6][CH:5]=[CH:4][N:3]=1.[NH:8]1[CH2:12][CH2:11][CH:10]([NH:13][C:14](=[O:20])[O:15][C:16]([CH3:19])([CH3:18])[CH3:17])[CH2:9]1. Product: [N:3]1[CH:4]=[CH:5][CH:6]=[CH:7][C:2]=1[N:8]1[CH2:12][CH2:11][CH:10]([NH:13][C:14](=[O:20])[O:15][C:16]([CH3:18])([CH3:17])[CH3:19])[CH2:9]1. The catalyst class is: 14. (2) Reactant: [F:1][C:2]1[CH:3]=[C:4]([OH:9])[CH:5]=[CH:6][C:7]=1[CH3:8].Cl[C:11]1[CH:12]=[CH:13][C:14]([N+:26]([O-:28])=[O:27])=[C:15]([CH2:17][NH:18][C:19](=[O:25])[O:20][C:21]([CH3:24])([CH3:23])[CH3:22])[CH:16]=1.[H-].[Na+]. Product: [C:21]([O:20][C:19](=[O:25])[NH:18][CH2:17][C:15]1[CH:16]=[C:11]([O:9][C:4]2[CH:5]=[CH:6][C:7]([CH3:8])=[C:2]([F:1])[CH:3]=2)[CH:12]=[CH:13][C:14]=1[N+:26]([O-:28])=[O:27])([CH3:24])([CH3:22])[CH3:23]. The catalyst class is: 9. (3) Reactant: C1(C(C)C([O:10][C:11]2[C:20]3[C:15](=[N:16][CH:17]=[CH:18][CH:19]=3)[N:14]([C:21]3[CH:26]=[CH:25][CH:24]=[C:23]([O:27][C:28]([F:31])([F:30])[F:29])[CH:22]=3)[C:13](=[O:32])[CH:12]=2)=O)C=CC=CC=1.[CH2:34](N(CC)CC)C.[C-]#N.[K+].C1[O:61][CH2:60][CH2:59]OCCOCCOCCOCCOC1.[C:62]1(C)[CH:67]=[CH:66][CH:65]=[CH:64][CH:63]=1. Product: [OH:10][C:11]1[C:20]2[C:15](=[N:16][CH:17]=[CH:18][CH:19]=2)[N:14]([C:21]2[CH:26]=[CH:25][CH:24]=[C:23]([O:27][C:28]([F:29])([F:31])[F:30])[CH:22]=2)[C:13](=[O:32])[C:12]=1[C:60](=[O:61])[CH:59]([C:62]1[CH:67]=[CH:66][CH:65]=[CH:64][CH:63]=1)[CH3:34]. The catalyst class is: 22. (4) Reactant: C(O[C:4](=[C:7]([C:10]#[N:11])[C:8]#[N:9])[CH2:5][CH3:6])C.[C:12]([O:16][CH2:17][CH3:18])(=[O:15])[CH2:13][SH:14].C([O-])(=O)C.[K+].O. Product: [CH2:17]([O:16][C:12]([C:13]1[S:14][C:4]([CH2:5][CH3:6])=[C:7]([C:8]#[N:9])[C:10]=1[NH2:11])=[O:15])[CH3:18]. The catalyst class is: 8. (5) Reactant: [C:1]([C:5]1[CH:13]=[C:12]2[C:8]([CH2:9][CH:10]([CH2:15][C:16]([CH3:19])([CH3:18])[CH3:17])[C:11]2=O)=[C:7]([C:20]2[CH:25]=[CH:24][CH:23]=[CH:22][CH:21]=2)[C:6]=1[O:26][CH3:27])([CH3:4])([CH3:3])[CH3:2].[BH4-].[Na+].C1COCC1.Cl. Product: [C:1]([C:5]1[CH:13]=[C:12]2[C:8](=[C:7]([C:20]3[CH:25]=[CH:24][CH:23]=[CH:22][CH:21]=3)[C:6]=1[O:26][CH3:27])[CH2:9][C:10]([CH2:15][C:16]([CH3:19])([CH3:18])[CH3:17])=[CH:11]2)([CH3:4])([CH3:3])[CH3:2]. The catalyst class is: 6. (6) Reactant: [I:1]N1C(=O)CCC1=O.[OH:9][C:10]1[N:17]=[CH:16][CH:15]=[CH:14][C:11]=1[C:12]#[N:13]. Product: [OH:9][C:10]1[N:17]=[CH:16][C:15]([I:1])=[CH:14][C:11]=1[C:12]#[N:13]. The catalyst class is: 9. (7) Reactant: [C:1]([C:5]1[CH:6]=[C:7]([CH:30]=[CH:31][CH:32]=1)[CH2:8][NH:9][C@@H:10]1[C@@H:15]([OH:16])[C@H:14]([CH2:17][C:18]2[CH:23]=[CH:22][C:21]([N+:24]([O-:26])=[O:25])=[C:20]([F:27])[CH:19]=2)[CH2:13][S:12](=[O:29])(=[O:28])[CH2:11]1)([CH3:4])([CH3:3])[CH3:2].CCN(C(C)C)C(C)C.[C:42](C1NC=CN=1)(C1NC=CN=1)=[O:43].Cl. Product: [C:1]([C:5]1[CH:6]=[C:7]([CH:30]=[CH:31][CH:32]=1)[CH2:8][N:9]1[C@@H:10]2[C@H:15]([C@H:14]([CH2:17][C:18]3[CH:23]=[CH:22][C:21]([N+:24]([O-:26])=[O:25])=[C:20]([F:27])[CH:19]=3)[CH2:13][S:12](=[O:28])(=[O:29])[CH2:11]2)[O:16][C:42]1=[O:43])([CH3:4])([CH3:2])[CH3:3]. The catalyst class is: 616. (8) Reactant: [CH2:1]=[CH:2][C:3]1[CH:8]=[CH:7][CH:6]=[CH:5][CH:4]=1. Product: [CH:6]1[C:7]2[C:8]3=[C:8]4[C:3](=[CH:2][CH:1]=2)[CH:4]=[CH:5][CH:6]=[C:7]4[CH:1]=[CH:2][C:3]3=[CH:4][CH:5]=1. The catalyst class is: 28. (9) Product: [C:1]([C:5]1[CH:23]=[C:22]([O:24][SiH:25]([CH3:27])[CH3:26])[C:8]2[N:9]=[C:10]([C:12]3[S:13][C:14]([CH3:21])([CH3:20])[CH:15]([C:17]([Cl:31])=[O:18])[N:16]=3)[S:11][C:7]=2[CH:6]=1)([CH3:4])([CH3:3])[CH3:2]. Reactant: [C:1]([C:5]1[CH:23]=[C:22]([O:24][SiH:25]([CH3:27])[CH3:26])[C:8]2[N:9]=[C:10]([C:12]3[S:13][C:14]([CH3:21])([CH3:20])[CH:15]([C:17](O)=[O:18])[N:16]=3)[S:11][C:7]=2[CH:6]=1)([CH3:4])([CH3:3])[CH3:2].C(Cl)(=O)C([Cl:31])=O.CN(C)C=O. The catalyst class is: 2. (10) Reactant: [N:1]([CH2:4][C@H:5]([C:7]1[CH:12]=[CH:11][CH:10]=[C:9]([CH3:13])[N:8]=1)[OH:6])=[N+]=[N-].[N-]=[N+]=[N-]. Product: [NH2:1][CH2:4][C@H:5]([C:7]1[CH:12]=[CH:11][CH:10]=[C:9]([CH3:13])[N:8]=1)[OH:6]. The catalyst class is: 256.